From a dataset of Forward reaction prediction with 1.9M reactions from USPTO patents (1976-2016). Predict the product of the given reaction. (1) Given the reactants [Cl-].[Zr+4:2].[Cl-].[Cl-].[Cl-].[B:6](O)(O)O.[Mg], predict the reaction product. The product is: [B:6].[B:6].[B:6].[B:6].[B:6].[B:6].[B:6].[B:6].[B:6].[B:6].[B:6].[B:6].[Zr:2]. (2) Given the reactants O/[CH:2]=[C:3](/[CH2:9][C:10]1[CH:11]=[N:12][CH:13]=[N:14][CH:15]=1)\[C:4]([O:6]CC)=O.[NH2:16][C:17]([NH2:19])=[S:18].CC(C)([O-])C.[K+], predict the reaction product. The product is: [N:14]1[CH:15]=[C:10]([CH2:9][C:3]2[C:4](=[O:6])[NH:16][C:17](=[S:18])[NH:19][CH:2]=2)[CH:11]=[N:12][CH:13]=1. (3) Given the reactants [Cl:1][C:2]1[CH:7]=[CH:6][C:5]([N+:8]([O-])=O)=[CH:4][C:3]=1[S:11][CH2:12][C:13](Cl)=C.[CH3:16]COC(C)=O, predict the reaction product. The product is: [NH2:8][C:5]1[C:4]2[CH:16]=[C:12]([CH3:13])[S:11][C:3]=2[C:2]([Cl:1])=[CH:7][CH:6]=1. (4) Given the reactants Cl.[CH3:2][CH:3]1[CH2:8][NH:7][CH2:6][CH2:5][N:4]1[C:9]1[S:13][N:12]=[C:11]([C:14]2[CH:19]=[CH:18][CH:17]=[CH:16][CH:15]=2)[N:10]=1, predict the reaction product. The product is: [CH3:2][CH:3]1[CH2:8][NH:7][CH2:6][CH2:5][N:4]1[C:9]1[S:13][N:12]=[C:11]([C:14]2[CH:15]=[CH:16][CH:17]=[CH:18][CH:19]=2)[N:10]=1. (5) Given the reactants [NH2:1][C:2]1[N:11]=[C:10]([O:12][CH2:13][CH:14]2[CH2:16][CH2:15]2)[C:9]2[C:4](=[CH:5][CH:6]=[C:7](Br)[CH:8]=2)[N:3]=1.[F:18][C:19]1[CH:24]=[CH:23][C:22](B(O)O)=[CH:21][CH:20]=1.FC1C=CC(C2C=C3C(=CC=2)N=CN=C3O)=CC=1, predict the reaction product. The product is: [NH2:1][C:2]1[N:11]=[C:10]([O:12][CH2:13][CH:14]2[CH2:16][CH2:15]2)[C:9]2[C:4](=[CH:5][CH:6]=[C:7]([C:22]3[CH:23]=[CH:24][C:19]([F:18])=[CH:20][CH:21]=3)[CH:8]=2)[N:3]=1.